Dataset: Forward reaction prediction with 1.9M reactions from USPTO patents (1976-2016). Task: Predict the product of the given reaction. (1) Given the reactants C(OC([NH:8][CH2:9][CH2:10][CH2:11][CH2:12][CH2:13][C:14]([NH:16][CH:17]([CH2:21][NH:22][C:23]([C:25]1[CH:26]=[C:27]2[C:31](=[CH:32][CH:33]=1)[N:30]([CH2:34][CH2:35][CH2:36][NH:37][C:38]1[NH:39][CH:40]=[CH:41][N:42]=1)[N:29]=[CH:28]2)=[O:24])[C:18]([OH:20])=[O:19])=[O:15])=O)(C)(C)C.FC(F)(F)C(O)=O, predict the reaction product. The product is: [NH2:8][CH2:9][CH2:10][CH2:11][CH2:12][CH2:13][C:14]([NH:16][CH:17]([CH2:21][NH:22][C:23]([C:25]1[CH:26]=[C:27]2[C:31](=[CH:32][CH:33]=1)[N:30]([CH2:34][CH2:35][CH2:36][NH:37][C:38]1[NH:39][CH:40]=[CH:41][N:42]=1)[N:29]=[CH:28]2)=[O:24])[C:18]([OH:20])=[O:19])=[O:15]. (2) Given the reactants [Cl:1][C:2]1[CH:9]=[CH:8][CH:7]=[C:6]([Cl:10])[C:3]=1[CH:4]=[O:5].[C-:11]#[N:12].[K+].[CH3:14][C:15]([Si:18](Cl)([CH3:20])[CH3:19])([CH3:17])[CH3:16], predict the reaction product. The product is: [C:15]([Si:18]([CH3:20])([CH3:19])[O:5][CH:4]([C:3]1[C:2]([Cl:1])=[CH:9][CH:8]=[CH:7][C:6]=1[Cl:10])[C:11]#[N:12])([CH3:17])([CH3:16])[CH3:14]. (3) Given the reactants [F:1][C:2]1[C:7]([O:8][C:9]2[CH:14]=[CH:13][CH:12]=[CH:11][CH:10]=2)=[C:6]([F:15])[CH:5]=[CH:4][C:3]=1[C@H:16]([NH2:19])[CH2:17][CH3:18].[C:20]([O:24][CH2:25][CH3:26])(=[O:23])[CH:21]=[CH2:22], predict the reaction product. The product is: [CH2:25]([O:24][C:20](=[O:23])[CH2:21][CH2:22][NH:19][C@@H:16]([C:3]1[CH:4]=[CH:5][C:6]([F:15])=[C:7]([O:8][C:9]2[CH:14]=[CH:13][CH:12]=[CH:11][CH:10]=2)[C:2]=1[F:1])[CH2:17][CH3:18])[CH3:26].